This data is from Peptide-MHC class II binding affinity with 134,281 pairs from IEDB. The task is: Regression. Given a peptide amino acid sequence and an MHC pseudo amino acid sequence, predict their binding affinity value. This is MHC class II binding data. (1) The peptide sequence is VVNPSVKTVREAGILITA. The MHC is DRB1_0401 with pseudo-sequence DRB1_0401. The binding affinity (normalized) is 0.105. (2) The peptide sequence is FKAAVAAAAGAPPAD. The MHC is DRB1_0405 with pseudo-sequence DRB1_0405. The binding affinity (normalized) is 0.135. (3) The peptide sequence is VIPEGWKADTAYESK. The MHC is HLA-DQA10501-DQB10201 with pseudo-sequence HLA-DQA10501-DQB10201. The binding affinity (normalized) is 0.290. (4) The peptide sequence is SELQMSWLPLCVRLE. The MHC is HLA-DQA10501-DQB10302 with pseudo-sequence HLA-DQA10501-DQB10302. The binding affinity (normalized) is 0.429. (5) The peptide sequence is QNLARTISEAGQAMA. The MHC is DRB4_0101 with pseudo-sequence DRB4_0103. The binding affinity (normalized) is 0.573. (6) The peptide sequence is EKKYFAATQFEPLAA. The MHC is H-2-IAb with pseudo-sequence H-2-IAb. The binding affinity (normalized) is 0.454. (7) The peptide sequence is TTSVIPAARLFKAFI. The MHC is DRB3_0101 with pseudo-sequence DRB3_0101. The binding affinity (normalized) is 0.205. (8) The peptide sequence is TARRHLAEGKVDTGV. The MHC is HLA-DQA10201-DQB10303 with pseudo-sequence HLA-DQA10201-DQB10303. The binding affinity (normalized) is 0.